Predict the product of the given reaction. From a dataset of Forward reaction prediction with 1.9M reactions from USPTO patents (1976-2016). (1) Given the reactants [Cl:1][C:2]1[N:10]=[C:9]2[C:5]([N:6]=[CH:7][N:8]2[C@@H:11]2[CH2:15][C@H:14]([NH:16][C:17]([CH:19]3[CH2:22]C[CH2:20]3)=[O:18])[C@@H:13]([OH:23])[C@H:12]2[OH:24])=[C:4]([NH:25][CH2:26][CH:27]([C:34]2[CH:39]=[CH:38][CH:37]=[CH:36][CH:35]=2)[C:28]2[CH:33]=[CH:32][CH:31]=[CH:30][CH:29]=2)[N:3]=1.Cl.N[C@H]1C[C@@H](N2C=NC3C2=NC(Cl)=NC=3NCC(C2C=CC=CC=2)C2C=CC=CC=2)[C@H](O)[C@@H]1O.ClC1N=C2C(N=CN2)=C(NCC(C2C=CC=CC=2)C2C=CC=CC=2)N=1.C(Cl)(=O)C(C)C, predict the reaction product. The product is: [Cl:1][C:2]1[N:10]=[C:9]2[C:5]([N:6]=[CH:7][N:8]2[C@@H:11]2[CH2:15][C@H:14]([NH:16][C:17](=[O:18])[CH:19]([CH3:22])[CH3:20])[C@@H:13]([OH:23])[C@H:12]2[OH:24])=[C:4]([NH:25][CH2:26][CH:27]([C:28]2[CH:29]=[CH:30][CH:31]=[CH:32][CH:33]=2)[C:34]2[CH:35]=[CH:36][CH:37]=[CH:38][CH:39]=2)[N:3]=1. (2) Given the reactants [C:1]1([C:7]2[N:11]([S:12]([C:15]3[CH:20]=[CH:19][CH:18]=[C:17]([O:21][CH2:22][C:23]([N:25]([CH3:27])[CH3:26])=[O:24])[CH:16]=3)(=[O:14])=[O:13])[CH:10]=[C:9]([CH2:28][N:29](C)[C:30](=O)OC(C)(C)C)[CH:8]=2)[CH2:6][CH2:5][CH2:4][CH2:3][CH:2]=1.FC(F)(F)C(O)=O, predict the reaction product. The product is: [C:1]1([C:7]2[N:11]([S:12]([C:15]3[CH:16]=[C:17]([CH:18]=[CH:19][CH:20]=3)[O:21][CH2:22][C:23]([N:25]([CH3:26])[CH3:27])=[O:24])(=[O:14])=[O:13])[CH:10]=[C:9]([CH2:28][NH:29][CH3:30])[CH:8]=2)[CH2:6][CH2:5][CH2:4][CH2:3][CH:2]=1. (3) Given the reactants [C:1]1([CH2:7][CH2:8][CH2:9][CH2:10][CH2:11][CH2:12][C:13]([C:15]2[O:16][C:17]([C:20]3[CH:21]=[C:22]([CH:27]=[CH:28][N:29]=3)[C:23]([O:25]C)=[O:24])=[CH:18][N:19]=2)=[O:14])[CH:6]=[CH:5][CH:4]=[CH:3][CH:2]=1, predict the reaction product. The product is: [C:1]1([CH2:7][CH2:8][CH2:9][CH2:10][CH2:11][CH2:12][C:13]([C:15]2[O:16][C:17]([C:20]3[CH:21]=[C:22]([CH:27]=[CH:28][N:29]=3)[C:23]([OH:25])=[O:24])=[CH:18][N:19]=2)=[O:14])[CH:6]=[CH:5][CH:4]=[CH:3][CH:2]=1. (4) Given the reactants C([O:5][C:6](=[O:37])[CH2:7][N:8]1[C:12]2[CH:13]=[CH:14][C:15]([N:17]([CH:28]3[CH2:33][CH2:32][CH2:31][CH2:30][CH2:29]3)[S:18]([C:21]3[CH:26]=[CH:25][C:24]([F:27])=[CH:23][CH:22]=3)(=[O:20])=[O:19])=[CH:16][C:11]=2[N:10]=[C:9]1[CH2:34][CH2:35][CH3:36])(C)(C)C.C(O)(C(F)(F)F)=O, predict the reaction product. The product is: [CH:28]1([N:17]([S:18]([C:21]2[CH:26]=[CH:25][C:24]([F:27])=[CH:23][CH:22]=2)(=[O:19])=[O:20])[C:15]2[CH:14]=[CH:13][C:12]3[N:8]([CH2:7][C:6]([OH:37])=[O:5])[C:9]([CH2:34][CH2:35][CH3:36])=[N:10][C:11]=3[CH:16]=2)[CH2:29][CH2:30][CH2:31][CH2:32][CH2:33]1. (5) Given the reactants [CH3:1][O:2][C:3]1[CH:8]=[CH:7][CH:6]=[C:5]([N+:9]([O-:11])=[O:10])[C:4]=1[CH3:12].[Br:13]N1C(=O)CCC1=O.C(OO)(C)(C)C, predict the reaction product. The product is: [CH3:1][O:2][C:3]1[CH:8]=[CH:7][CH:6]=[C:5]([N+:9]([O-:11])=[O:10])[C:4]=1[CH2:12][Br:13]. (6) Given the reactants [Cl:1][C:2]1[C:3]([S:37]([N:40](CC2C=CC(OC)=CC=2)CC2C=CC(OC)=CC=2)(=[O:39])=[O:38])=[N:4][CH:5]=[C:6]([C:22]([N:24]2[CH2:29][CH2:28][CH:27]([C:30]3[CH:35]=[CH:34][C:33]([F:36])=[CH:32][CH:31]=3)[CH2:26][CH2:25]2)=[O:23])[C:7]=1[NH:8][C:9]1[CH:14]=[CH:13][C:12]([O:15][C:16]([F:19])([F:18])[F:17])=[CH:11][C:10]=1[C:20]#[N:21].C1(OC)C=CC=CC=1, predict the reaction product. The product is: [Cl:1][C:2]1[C:3]([S:37]([NH2:40])(=[O:38])=[O:39])=[N:4][CH:5]=[C:6]([C:22]([N:24]2[CH2:25][CH2:26][CH:27]([C:30]3[CH:31]=[CH:32][C:33]([F:36])=[CH:34][CH:35]=3)[CH2:28][CH2:29]2)=[O:23])[C:7]=1[NH:8][C:9]1[CH:14]=[CH:13][C:12]([O:15][C:16]([F:17])([F:19])[F:18])=[CH:11][C:10]=1[C:20]#[N:21]. (7) Given the reactants C[O:2][C:3]([C:5]1[C:14](C(OC)=O)=[C:8]2[CH:9]=[CH:10][C:11]([Br:13])=[CH:12][N:7]2[N:6]=1)=[O:4].[OH-].[Na+].Cl, predict the reaction product. The product is: [Br:13][C:11]1[CH:10]=[CH:9][C:8]2[N:7]([N:6]=[C:5]([C:3]([OH:4])=[O:2])[CH:14]=2)[CH:12]=1. (8) Given the reactants [CH3:1][O:2][C:3]([NH:5][CH:6]([CH:10]([CH3:12])[CH3:11])[C:7]([OH:9])=O)=[O:4].CN(C(ON1N=NC2C=CC=NC1=2)=[N+](C)C)C.F[P-](F)(F)(F)(F)F.[CH2:37]([O:39][C:40]([CH:42]1[CH2:49][C:45]2([CH2:48][CH2:47][CH2:46]2)[O:44][NH:43]1)=[O:41])[CH3:38].C(N(C(C)C)CC)(C)C, predict the reaction product. The product is: [CH2:37]([O:39][C:40]([CH:42]1[CH2:49][C:45]2([CH2:46][CH2:47][CH2:48]2)[O:44][N:43]1[C:7](=[O:9])[CH:6]([NH:5][C:3]([O:2][CH3:1])=[O:4])[CH:10]([CH3:12])[CH3:11])=[O:41])[CH3:38].